From a dataset of Full USPTO retrosynthesis dataset with 1.9M reactions from patents (1976-2016). Predict the reactants needed to synthesize the given product. (1) Given the product [CH2:1]([O:3][C:4]([C:6]1[C:7]([NH2:12])=[N:8][N:9]([CH2:20][C:21]([N:23]2[CH2:24][CH2:25][N:26]([C:29]3[CH:34]=[CH:33][C:32]([F:35])=[CH:31][CH:30]=3)[CH2:27][CH2:28]2)=[O:22])[C:10]=1[CH3:11])=[O:5])[CH3:2], predict the reactants needed to synthesize it. The reactants are: [CH2:1]([O:3][C:4]([C:6]1[C:7]([NH2:12])=[N:8][NH:9][C:10]=1[CH3:11])=[O:5])[CH3:2].C([O-])([O-])=O.[K+].[K+].Cl[CH2:20][C:21]([N:23]1[CH2:28][CH2:27][N:26]([C:29]2[CH:34]=[CH:33][C:32]([F:35])=[CH:31][CH:30]=2)[CH2:25][CH2:24]1)=[O:22].CN(C=O)C. (2) Given the product [F:1][C:2]1[CH:7]=[CH:6][C:5]([O:8][C:14]2[CH:13]=[C:12]([CH:16]3[O:17][CH2:18][CH2:19][O:20]3)[CH:11]=[CH:10][CH:15]=2)=[CH:4][CH:3]=1, predict the reactants needed to synthesize it. The reactants are: [F:1][C:2]1[CH:7]=[CH:6][C:5]([OH:8])=[CH:4][CH:3]=1.Br[C:10]1[CH:11]=[C:12]([CH:16]2[O:20][CH2:19][CH2:18][O:17]2)[CH:13]=[CH:14][CH:15]=1.C(=O)([O-])[O-].[K+].[K+].N1C=CC=CC=1. (3) Given the product [Br:1][C:2]1[CH:3]=[C:4]([F:19])[C:5]([O:11][CH2:12][C:13]2[CH:18]=[CH:17][CH:16]=[CH:15][CH:14]=2)=[C:6]2[C:10]=1[N:9]([C:23]1[CH:24]=[CH:25][C:26]([O:27][CH2:28][C:29]3[CH:30]=[CH:31][CH:32]=[CH:33][CH:34]=3)=[C:21]([F:20])[CH:22]=1)[CH:8]=[CH:7]2, predict the reactants needed to synthesize it. The reactants are: [Br:1][C:2]1[CH:3]=[C:4]([F:19])[C:5]([O:11][CH2:12][C:13]2[CH:18]=[CH:17][CH:16]=[CH:15][CH:14]=2)=[C:6]2[C:10]=1[NH:9][CH:8]=[CH:7]2.[F:20][C:21]1[CH:22]=[C:23](B(O)O)[CH:24]=[CH:25][C:26]=1[O:27][CH2:28][C:29]1[CH:34]=[CH:33][CH:32]=[CH:31][CH:30]=1.N1C=CC=CC=1.B(O)O. (4) The reactants are: [CH:1]1[C:10]2[C:5](=[CH:6][CH:7]=[CH:8][CH:9]=2)[CH:4]=[CH:3][C:2]=1[CH:11]=[CH:12][C:13](=[O:26])[CH:14]=[CH:15][C:16]1[CH:25]=[CH:24][C:23]2[C:18](=[CH:19][CH:20]=[CH:21][CH:22]=2)[CH:17]=1.[CH3:27][NH2:28].O. Given the product [CH:17]1[C:18]2[C:23](=[CH:22][CH:21]=[CH:20][CH:19]=2)[CH:24]=[CH:25][C:16]=1[CH:15]1[CH2:14][C:13](=[O:26])[CH2:12][CH:11]([C:2]2[CH:3]=[CH:4][C:5]3[C:10](=[CH:9][CH:8]=[CH:7][CH:6]=3)[CH:1]=2)[N:28]1[CH3:27], predict the reactants needed to synthesize it. (5) Given the product [Cl:25][C:5]1[CH:6]=[C:7]([C:10]([NH:12][C@@H:13]([C:15]2[C:24]3[C:19](=[CH:20][CH:21]=[CH:22][CH:23]=3)[CH:18]=[CH:17][CH:16]=2)[CH3:14])=[O:11])[CH:8]=[CH:9][C:4]=1[C:3]([OH:26])=[O:2], predict the reactants needed to synthesize it. The reactants are: C[O:2][C:3](=[O:26])[C:4]1[CH:9]=[CH:8][C:7]([C:10]([NH:12][C@@H:13]([C:15]2[C:24]3[C:19](=[CH:20][CH:21]=[CH:22][CH:23]=3)[CH:18]=[CH:17][CH:16]=2)[CH3:14])=[O:11])=[CH:6][C:5]=1[Cl:25].O.[OH-].[Li+]. (6) The reactants are: [F:1][C:2]1[CH:7]=[C:6]([F:8])[CH:5]=[CH:4][C:3]=1[S:9]([NH:12][C:13]1[C:14]([O:52][CH3:53])=[N:15][CH:16]=[C:17]([C:19]2[CH:27]=[C:26]3[C:22]([CH:23]=[N:24][N:25]3S(C3C=CC=CC=3)(=O)=O)=[C:21]([C:37]3[O:38][C:39]([CH2:42][N:43]4[CH2:48][CH2:47][N:46]5[CH2:49][CH2:50][CH2:51][C@H:45]5[CH2:44]4)=[N:40][N:41]=3)[CH:20]=2)[CH:18]=1)(=[O:11])=[O:10].[OH-].[Na+]. Given the product [F:1][C:2]1[CH:7]=[C:6]([F:8])[CH:5]=[CH:4][C:3]=1[S:9]([NH:12][C:13]1[C:14]([O:52][CH3:53])=[N:15][CH:16]=[C:17]([C:19]2[CH:27]=[C:26]3[C:22]([CH:23]=[N:24][NH:25]3)=[C:21]([C:37]3[O:38][C:39]([CH2:42][N:43]4[CH2:48][CH2:47][N:46]5[CH2:49][CH2:50][CH2:51][C@H:45]5[CH2:44]4)=[N:40][N:41]=3)[CH:20]=2)[CH:18]=1)(=[O:11])=[O:10], predict the reactants needed to synthesize it. (7) Given the product [F:1][C:2]1([CH2:18][O:19][S:21]([CH3:20])(=[O:23])=[O:22])[CH2:3][CH2:4][N:5]([C:8]([O:10][CH2:11][C:12]2[CH:17]=[CH:16][CH:15]=[CH:14][CH:13]=2)=[O:9])[CH2:6][CH2:7]1, predict the reactants needed to synthesize it. The reactants are: [F:1][C:2]1([CH2:18][OH:19])[CH2:7][CH2:6][N:5]([C:8]([O:10][CH2:11][C:12]2[CH:17]=[CH:16][CH:15]=[CH:14][CH:13]=2)=[O:9])[CH2:4][CH2:3]1.[CH3:20][S:21](Cl)(=[O:23])=[O:22].C(N(CC)CC)C. (8) Given the product [NH2:25][C@:21]1([CH2:22][OH:23])[CH2:27][CH2:28][C@H:19]([C:14]2[CH:13]=[CH:12][C:11]3[CH2:10][CH:9]([CH2:8][CH2:7][C:6]4[CH:5]=[CH:4][C:3]([O:2][CH3:1])=[CH:30][CH:29]=4)[CH2:18][CH2:17][C:16]=3[CH:15]=2)[CH2:20]1.[C:33]([OH:39])([C:35]([F:38])([F:37])[F:36])=[O:34], predict the reactants needed to synthesize it. The reactants are: [CH3:1][O:2][C:3]1[CH:30]=[CH:29][C:6]([CH2:7][CH2:8][CH:9]2[CH2:18][CH2:17][C:16]3[CH:15]=[C:14]([C@H:19]4[CH2:28][CH2:27][C@@:21]5([NH:25]C(=O)[O:23][CH2:22]5)[CH2:20]4)[CH:13]=[CH:12][C:11]=3[CH2:10]2)=[CH:5][CH:4]=1.[OH-].[Na+].[C:33]([OH:39])([C:35]([F:38])([F:37])[F:36])=[O:34].